From a dataset of Full USPTO retrosynthesis dataset with 1.9M reactions from patents (1976-2016). Predict the reactants needed to synthesize the given product. (1) Given the product [CH3:17][N:16]([CH3:20])[C:13](=[O:15])[CH2:12][C:9]1[CH:10]=[CH:11][C:6]([C:4]([CH:1]2[CH2:3][CH2:2]2)=[O:5])=[CH:7][CH:8]=1, predict the reactants needed to synthesize it. The reactants are: [CH:1]1([C:4]([C:6]2[CH:11]=[CH:10][C:9]([CH2:12][C:13]([OH:15])=O)=[CH:8][CH:7]=2)=[O:5])[CH2:3][CH2:2]1.[N:16]1(C(N)=O)[CH2:20]CC[CH2:17]1. (2) Given the product [CH:9]1[CH:10]=[C:11]2[C:6]([CH:5]3[C:16]4[C:17]([O:22][C:20](=[O:21])[C:15]=4[CH:12]2[C:13]2[C:4]3=[CH:3][CH:2]=[CH:1][CH:14]=2)=[O:18])=[CH:7][CH:8]=1, predict the reactants needed to synthesize it. The reactants are: [CH:1]1[CH:14]=[C:13]2[C:4]([CH:5]3[C:16]([C:17](O)=[O:18])=[C:15]([C:20]([OH:22])=[O:21])[CH:12]2[C:11]2[C:6]3=[CH:7][CH:8]=[CH:9][CH:10]=2)=[CH:3][CH:2]=1.C(Cl)(=O)C(Cl)=O. (3) Given the product [O:3]=[CH:4][CH2:5][CH2:6][CH2:7][NH:8][C:9]([CH:11]1[CH2:20][CH2:19][C:18]2[C:13](=[CH:14][CH:15]=[CH:16][CH:17]=2)[CH2:12]1)=[O:10], predict the reactants needed to synthesize it. The reactants are: C([O:3][CH:4](OCC)[CH2:5][CH2:6][CH2:7][NH:8][C:9]([CH:11]1[CH2:20][CH2:19][C:18]2[C:13](=[CH:14][CH:15]=[CH:16][CH:17]=2)[CH2:12]1)=[O:10])C.O=CCCCNC(C1CCCCC1)=O. (4) The reactants are: [F:1][C:2]([F:23])([F:22])[C:3]1[CH:4]=[C:5]([C:9]2[N:10]=[C:11]3[C:16]([C:17]([O:19]C)=[O:18])=[N:15][CH:14]=[CH:13][N:12]3[CH:21]=2)[CH:6]=[CH:7][CH:8]=1.Cl. Given the product [F:22][C:2]([F:1])([F:23])[C:3]1[CH:4]=[C:5]([C:9]2[N:10]=[C:11]3[C:16]([C:17]([OH:19])=[O:18])=[N:15][CH:14]=[CH:13][N:12]3[CH:21]=2)[CH:6]=[CH:7][CH:8]=1, predict the reactants needed to synthesize it. (5) Given the product [Cl:10][C:11]1[CH:16]=[CH:15][C:14]([C:2]2[CH:9]=[CH:8][CH:7]=[CH:6][C:3]=2[CH2:4][OH:5])=[CH:13][CH:12]=1, predict the reactants needed to synthesize it. The reactants are: I[C:2]1[CH:9]=[CH:8][CH:7]=[CH:6][C:3]=1[CH2:4][OH:5].[Cl:10][C:11]1[CH:16]=[CH:15][C:14](C2C=CC=CC=2B(O)O)=[CH:13][CH:12]=1.